From a dataset of Full USPTO retrosynthesis dataset with 1.9M reactions from patents (1976-2016). Predict the reactants needed to synthesize the given product. (1) Given the product [CH:1]1([CH2:7][NH:8][C:9]2[S:10][C:11]3[CH:17]=[C:16]([O:18][C:19]4[CH:24]=[CH:23][N:22]=[C:21]([CH2:25][OH:26])[CH:20]=4)[CH:15]=[CH:14][C:12]=3[N:13]=2)[CH2:2][CH2:3][CH2:4][CH2:5][CH2:6]1, predict the reactants needed to synthesize it. The reactants are: [CH:1]1([CH2:7][NH:8][C:9]2[S:10][C:11]3[CH:17]=[C:16]([O:18][C:19]4[CH:24]=[CH:23][N:22]=[C:21]([C:25](OC(C)(C)C)=[O:26])[CH:20]=4)[CH:15]=[CH:14][C:12]=3[N:13]=2)[CH2:6][CH2:5][CH2:4][CH2:3][CH2:2]1.[H-].[H-].[H-].[H-].[Li+].[Al+3].[OH-].[Na+].[Al]. (2) Given the product [O:18]([C:25]1[CH:26]=[CH:27][C:28]([CH2:31][CH2:32][C:33]([NH:17][C:12]2[CH:13]=[CH:14][CH:15]=[C:16]3[C:11]=2[CH:10]=[N:9][N:8]3[CH2:7][CH2:6][N:1]2[CH2:5][CH2:4][CH2:3][CH2:2]2)=[O:34])=[CH:29][CH:30]=1)[C:19]1[CH:24]=[CH:23][CH:22]=[CH:21][CH:20]=1, predict the reactants needed to synthesize it. The reactants are: [N:1]1([CH2:6][CH2:7][N:8]2[C:16]3[C:11](=[C:12]([NH2:17])[CH:13]=[CH:14][CH:15]=3)[CH:10]=[N:9]2)[CH2:5][CH2:4][CH2:3][CH2:2]1.[O:18]([C:25]1[CH:30]=[CH:29][C:28]([CH2:31][CH2:32][C:33](O)=[O:34])=[CH:27][CH:26]=1)[C:19]1[CH:24]=[CH:23][CH:22]=[CH:21][CH:20]=1.